This data is from Reaction yield outcomes from USPTO patents with 853,638 reactions. The task is: Predict the reaction yield, written as a fraction of the theoretical maximum amount of product (1.0 means a 100% yield; for example, 0.34 means a 34% yield). (1) The reactants are CC([O-])(C)C.[K+].[C:7]([CH2:9][C:10]([NH2:12])=[O:11])#[N:8].[CH3:13][C:14](=O)[CH:15]=[CH:16][CH2:17][CH3:18].O=O.Cl. The catalyst is CS(C)=O.O. The product is [CH2:17]([C:16]1[CH:15]=[C:14]([CH3:13])[NH:12][C:10](=[O:11])[C:9]=1[C:7]#[N:8])[CH3:18]. The yield is 0.183. (2) The reactants are [CH:1]([N:4]([CH:16]([CH3:18])[CH3:17])[C:5]([N:7]1[C:11]2[CH:12]=[CH:13][CH:14]=[CH:15][C:10]=2[N:9]=[CH:8]1)=[O:6])([CH3:3])[CH3:2].[Li]CCCC.[C:24]([P:28]([C:30]([CH3:33])([CH3:32])[CH3:31])Cl)([CH3:27])([CH3:26])[CH3:25]. No catalyst specified. The product is [C:24]([P:28]([C:30]([CH3:33])([CH3:32])[CH3:31])[C:8]1[N:7]([C:5]([N:4]([CH:1]([CH3:3])[CH3:2])[CH:16]([CH3:18])[CH3:17])=[O:6])[C:11]2[CH:12]=[CH:13][CH:14]=[CH:15][C:10]=2[N:9]=1)([CH3:27])([CH3:26])[CH3:25]. The yield is 0.650. (3) The reactants are [CH2:1]([C:3]1[S:29][C:6]2[N:7]([CH2:14][C:15]3[CH:20]=[CH:19][C:18]([C:21]4[C:22]([C:27]#[N:28])=[CH:23][CH:24]=[CH:25][CH:26]=4)=[CH:17][CH:16]=3)[C:8](=[O:13])[CH2:9][NH:10][C:11](=[O:12])[C:5]=2[CH:4]=1)[CH3:2].Br[CH2:31][C:32]1[CH:37]=[CH:36][C:35]([F:38])=[CH:34][CH:33]=1.CN(C)C=O.[H-].[Na+]. The catalyst is C(OCC)(=O)C. The product is [CH2:1]([C:3]1[S:29][C:6]2[N:7]([CH2:14][C:15]3[CH:20]=[CH:19][C:18]([C:21]4[C:22]([C:27]#[N:28])=[CH:23][CH:24]=[CH:25][CH:26]=4)=[CH:17][CH:16]=3)[C:8](=[O:13])[CH2:9][N:10]([CH2:31][C:32]3[CH:37]=[CH:36][C:35]([F:38])=[CH:34][CH:33]=3)[C:11](=[O:12])[C:5]=2[CH:4]=1)[CH3:2]. The yield is 0.580.